This data is from Full USPTO retrosynthesis dataset with 1.9M reactions from patents (1976-2016). The task is: Predict the reactants needed to synthesize the given product. (1) The reactants are: [NH2:1][C:2]1[CH:7]=[CH:6][C:5]([C:8]2[NH:12][C:11]([C@H:13]3[N:21]4[C:16](=[CH:17][C:18]([C:23]5[CH:28]=[C:27]([Cl:29])[CH:26]=[CH:25][C:24]=5[N:30]5[CH:34]=[N:33][N:32]=[N:31]5)=[CH:19][C:20]4=[O:22])[CH2:15][CH2:14]3)=[N:10][CH:9]=2)=[CH:4][CH:3]=1.[CH3:35][O:36][CH2:37][CH2:38][O:39][CH2:40][C:41](O)=[O:42]. Given the product [Cl:29][C:27]1[CH:26]=[CH:25][C:24]([N:30]2[CH:34]=[N:33][N:32]=[N:31]2)=[C:23]([C:18]2[CH:17]=[C:16]3[N:21]([C@H:13]([C:11]4[NH:12][C:8]([C:5]5[CH:4]=[CH:3][C:2]([NH:1][C:41](=[O:42])[CH2:40][O:39][CH2:38][CH2:37][O:36][CH3:35])=[CH:7][CH:6]=5)=[CH:9][N:10]=4)[CH2:14][CH2:15]3)[C:20](=[O:22])[CH:19]=2)[CH:28]=1, predict the reactants needed to synthesize it. (2) Given the product [Br:3][C:4]1[C:5]([Cl:14])=[CH:6][C:7]2[O:11][C:10](=[O:12])[N:9]([CH3:15])[C:8]=2[CH:13]=1, predict the reactants needed to synthesize it. The reactants are: IC.[Br:3][C:4]1[C:5]([Cl:14])=[CH:6][C:7]2[O:11][C:10](=[O:12])[NH:9][C:8]=2[CH:13]=1.[C:15](=O)([O-])[O-].[K+].[K+].C(OCC)(=O)C. (3) The reactants are: [Cl:1][C:2]1[CH:7]=[CH:6][C:5]([C:8]2[N:12]([CH:13]([CH:29]3[CH2:34][CH2:33][CH2:32][CH2:31][CH2:30]3)[C:14](C)(OC3C=CC(C4NN=NN=4)=CC=3)C)[C:11]3[CH:35]=[C:36](F)[C:37](F)=[CH:38][C:10]=3[N:9]=2)=[CH:4][CH:3]=1.[F:41][C:42]1[CH:43]=[C:44]([CH:47]=[C:48]([F:51])[C:49]=1[OH:50])[C:45]#[N:46].C1(P(C2C=CC=CC=2)C2C=CC=CC=2)C=CC=CC=1.N(C(OC(C)(C)C)=O)=NC(OC(C)(C)C)=O. Given the product [Cl:1][C:2]1[CH:3]=[CH:4][C:5]([C:8]2[N:12]([CH:13]([CH:29]3[CH2:34][CH2:33][CH2:32][CH2:31][CH2:30]3)[CH2:14][O:50][C:49]3[C:42]([F:41])=[CH:43][C:44]([C:45]#[N:46])=[CH:47][C:48]=3[F:51])[C:11]3[CH:35]=[CH:36][CH:37]=[CH:38][C:10]=3[N:9]=2)=[CH:6][CH:7]=1, predict the reactants needed to synthesize it. (4) Given the product [NH:8]1[C:9]([C:10]2[CH:11]=[C:12]([C:22]([OH:24])=[O:23])[CH:13]=[C:14]([C:16]3[CH:21]=[CH:20][CH:19]=[CH:18][CH:17]=3)[CH:15]=2)=[N:5][N:6]=[N:7]1, predict the reactants needed to synthesize it. The reactants are: [OH-].[Na+].CO.[NH:5]1[C:9]([C:10]2[CH:11]=[C:12]([C:22]([O:24]C)=[O:23])[CH:13]=[C:14]([C:16]3[CH:21]=[CH:20][CH:19]=[CH:18][CH:17]=3)[CH:15]=2)=[N:8][N:7]=[N:6]1.Cl. (5) The reactants are: C([O:8][N:9]([CH2:12][C@@H:13]([CH2:17][CH2:18][CH2:19][CH3:20])[C:14](O)=[O:15])[CH:10]=[O:11])C1C=CC=CC=1.[F:21][C@H:22]1[CH2:26][NH:25][C@H:24]([C:27]2[NH:31][C:30]3[CH:32]=[CH:33][CH:34]=[CH:35][C:29]=3[N:28]=2)[CH2:23]1. Given the product [NH:31]1[C:30]2[CH:32]=[CH:33][CH:34]=[CH:35][C:29]=2[N:28]=[C:27]1[C@@H:24]1[CH2:23][C@@H:22]([F:21])[CH2:26][N:25]1[C:14]([C@H:13]([CH2:17][CH2:18][CH2:19][CH3:20])[CH2:12][N:9]([OH:8])[CH:10]=[O:11])=[O:15], predict the reactants needed to synthesize it.